This data is from Catalyst prediction with 721,799 reactions and 888 catalyst types from USPTO. The task is: Predict which catalyst facilitates the given reaction. (1) Reactant: [CH2:1]([O:3][C:4]([C:6]1[C:7](=[O:29])[C:8]2[CH:13]=[N:12][C:11](S(C)(=O)=O)=[N:10][C:9]=2[N:18]([C:20]2[CH:21]=[C:22]3[C:26](=[CH:27][CH:28]=2)[CH2:25][CH2:24][CH2:23]3)[CH:19]=1)=[O:5])[CH3:2].[CH3:30][N:31]([CH2:33][C:34]1[CH:35]=[C:36]([NH2:40])[CH:37]=[CH:38][CH:39]=1)[CH3:32]. Product: [CH2:1]([O:3][C:4]([C:6]1[C:7](=[O:29])[C:8]2[CH:13]=[N:12][C:11]([NH:40][C:36]3[CH:37]=[CH:38][CH:39]=[C:34]([CH2:33][N:31]([CH3:32])[CH3:30])[CH:35]=3)=[N:10][C:9]=2[N:18]([C:20]2[CH:21]=[C:22]3[C:26](=[CH:27][CH:28]=2)[CH2:25][CH2:24][CH2:23]3)[CH:19]=1)=[O:5])[CH3:2]. The catalyst class is: 41. (2) Reactant: [CH2:1]([N:3]1[CH:11]=[C:10]2[C:5]([CH:6]=[CH:7][C:8]([CH2:12][N:13]3C(=O)C4C(=CC=CC=4)C3=O)=[CH:9]2)=[N:4]1)[CH3:2].NN.O. Product: [CH2:1]([N:3]1[CH:11]=[C:10]2[C:5]([CH:6]=[CH:7][C:8]([CH2:12][NH2:13])=[CH:9]2)=[N:4]1)[CH3:2]. The catalyst class is: 5. (3) Reactant: [C-:1]#[N:2].[K+].[F:4][C:5]1[CH:6]=[CH:7][C:8]([C:13]([F:16])([F:15])[F:14])=[C:9]([CH:12]=1)[CH2:10]Br.O. Product: [F:4][C:5]1[CH:6]=[CH:7][C:8]([C:13]([F:16])([F:15])[F:14])=[C:9]([CH2:10][C:1]#[N:2])[CH:12]=1. The catalyst class is: 162.